Predict the product of the given reaction. From a dataset of Forward reaction prediction with 1.9M reactions from USPTO patents (1976-2016). (1) The product is: [C:1]([O:5][C:6](=[O:24])[N:7]([C:9]([C:16]1[CH:21]=[CH:20][C:19]([Cl:22])=[C:18]([Cl:23])[CH:17]=1)([CH2:13][N:14]([C:32](=[O:36])[CH:33]([CH3:35])[CH3:34])[CH3:15])[CH2:10][CH:11]=[CH2:12])[CH3:8])([CH3:2])([CH3:3])[CH3:4]. Given the reactants [C:1]([O:5][C:6](=[O:24])[N:7]([C:9]([C:16]1[CH:21]=[CH:20][C:19]([Cl:22])=[C:18]([Cl:23])[CH:17]=1)([CH2:13][NH:14][CH3:15])[CH2:10][CH:11]=[CH2:12])[CH3:8])([CH3:4])([CH3:3])[CH3:2].C(N(CC)CC)C.[C:32](Cl)(=[O:36])[CH:33]([CH3:35])[CH3:34], predict the reaction product. (2) Given the reactants [CH3:1][C:2]1[CH:10]=[CH:9][C:5]([C:6](O)=O)=[C:4]([N:11]2[N:15]=[CH:14][CH:13]=[N:12]2)N=1.BrC1C=CC=C2C=1C=C([C:27]([OH:29])=[O:28])C=C2.Cl[C:31]1N=C(C)C=C[C:32]=1[C:33](O)=O, predict the reaction product. The product is: [N:12]1[N:11]([C:4]2[CH:1]=[CH:2][CH:10]=[C:9]3[C:5]=2[C:6]([C:27]([OH:29])=[O:28])=[CH:33][CH:32]=[CH:31]3)[N:15]=[CH:14][CH:13]=1.